Task: Predict the product of the given reaction.. Dataset: Forward reaction prediction with 1.9M reactions from USPTO patents (1976-2016) (1) Given the reactants [F:1][C:2]1[CH:3]=[C:4]([NH2:32])[CH:5]=[CH:6][C:7]=1[O:8][C:9]1[CH:14]=[CH:13][N:12]=[C:11]2[N:15](COCC[Si](C)(C)C)[C:16]([C:18]3[CH:19]=[N:20][CH:21]=[CH:22][CH:23]=3)=[CH:17][C:10]=12.[F-].C([N+](CCCC)(CCCC)CCCC)CCC.NCCN, predict the reaction product. The product is: [F:1][C:2]1[CH:3]=[C:4]([NH2:32])[CH:5]=[CH:6][C:7]=1[O:8][C:9]1[CH:14]=[CH:13][N:12]=[C:11]2[NH:15][C:16]([C:18]3[CH:19]=[N:20][CH:21]=[CH:22][CH:23]=3)=[CH:17][C:10]=12. (2) Given the reactants [CH2:1]([C:3]1[CH:4]=[C:5]([CH2:11][C@@H:12]([NH:33][C:34]([N:36]2[CH2:41][CH2:40][CH:39]([N:42]3[CH2:48][CH2:47][C:46]4[CH:49]=[CH:50][CH:51]=[CH:52][C:45]=4[NH:44][C:43]3=[O:53])[CH2:38][CH2:37]2)=[O:35])[C:13]([N:15]2[CH2:20][CH2:19][CH:18]([CH:21]3[CH2:26][CH2:25][N:24]([CH2:27][C:28]([O:30]CC)=[O:29])[CH2:23][CH2:22]3)[CH2:17][CH2:16]2)=[O:14])[CH:6]=[CH:7][C:8]=1[CH2:9][CH3:10])[CH3:2].[OH-].[Na+].Cl, predict the reaction product. The product is: [CH2:1]([C:3]1[CH:4]=[C:5]([CH2:11][C@@H:12]([NH:33][C:34]([N:36]2[CH2:41][CH2:40][CH:39]([N:42]3[CH2:48][CH2:47][C:46]4[CH:49]=[CH:50][CH:51]=[CH:52][C:45]=4[NH:44][C:43]3=[O:53])[CH2:38][CH2:37]2)=[O:35])[C:13]([N:15]2[CH2:20][CH2:19][CH:18]([CH:21]3[CH2:22][CH2:23][N:24]([CH2:27][C:28]([OH:30])=[O:29])[CH2:25][CH2:26]3)[CH2:17][CH2:16]2)=[O:14])[CH:6]=[CH:7][C:8]=1[CH2:9][CH3:10])[CH3:2].